From a dataset of HIV replication inhibition screening data with 41,000+ compounds from the AIDS Antiviral Screen. Binary Classification. Given a drug SMILES string, predict its activity (active/inactive) in a high-throughput screening assay against a specified biological target. (1) The molecule is O=C(Nc1ccc(CN2CCOCC2)cc1)c1ccc(C(=O)Nc2ccc(CN3CCOCC3)cc2)cc1. The result is 0 (inactive). (2) The drug is CCOC(=O)CCC(NC(=O)c1ccc(Nc2nc3ccccc3nc2C(=O)OCC)cc1)C(=O)OCC. The result is 1 (active). (3) The molecule is Cn1c2ccc(Cl)cc2c2ccc3c(c21)C(=O)C=CC3=O. The result is 0 (inactive). (4) The result is 0 (inactive). The compound is CN1CCCCCCCC(=O)C(OC(=O)c2ccc([N+](=O)[O-])cc2)CCCCCCC1.